From a dataset of Full USPTO retrosynthesis dataset with 1.9M reactions from patents (1976-2016). Predict the reactants needed to synthesize the given product. (1) Given the product [CH3:36][NH:37][C:30]([C:49]1[S:50][C:51]2[N:53]=[C:6]([NH:7][CH3:8])[N:5]=[C:4]([C:12]3[CH:17]=[CH:16][C:15]([Cl:18])=[C:14]([Cl:19])[CH:13]=3)[C:3]=2[C:1]=1[NH2:2])=[O:33], predict the reactants needed to synthesize it. The reactants are: [C:1]([C:3]1[C:8](=O)[NH:7][C:6](SC)=[N:5][C:4]=1[C:12]1[CH:17]=[CH:16][C:15]([Cl:18])=[C:14]([Cl:19])[CH:13]=1)#[N:2].ClC1C=C(C=CC=1Cl)C=O.[C:30](=[O:33])([O-])[O-].[K+].[K+].[C:36](CC(OCC)=O)#[N:37].S(O)(O)(=O)=O.[CH3:49][S:50][C:51](=[NH:53])N. (2) Given the product [C:14]([O:18][C:19]([NH:21][C@@H:22]([C:23]1[O:32][CH:31]=[C:26]([C:27]([O:29][CH3:30])=[O:28])[N:25]=1)[CH3:33])=[O:20])([CH3:17])([CH3:16])[CH3:15], predict the reactants needed to synthesize it. The reactants are: COCCN(S(F)(F)F)CCOC.[C:14]([O:18][C:19]([NH:21][C@H:22]([CH3:33])[C:23]([NH:25][CH:26]([CH2:31][OH:32])[C:27]([O:29][CH3:30])=[O:28])=O)=[O:20])([CH3:17])([CH3:16])[CH3:15].BrC(Cl)(Cl)Cl. (3) Given the product [CH2:45]([O:35][C:34](=[O:36])[C:33]([N:29]1[C:30]2[C:26](=[CH:25][C:24]([O:23][CH2:19][C:16]3[CH:15]=[N:14][N:13]([C:5]4[CH:4]=[C:3]([C:2]([F:22])([F:21])[F:1])[CH:8]=[C:7]([C:9]([F:12])([F:11])[F:10])[CH:6]=4)[C:17]=3[CH3:18])=[CH:32][CH:31]=2)[CH:27]=[CH:28]1)([CH3:38])[CH3:37])[CH3:46], predict the reactants needed to synthesize it. The reactants are: [F:1][C:2]([F:22])([F:21])[C:3]1[CH:4]=[C:5]([N:13]2[C:17]([CH3:18])=[C:16]([CH2:19]Cl)[CH:15]=[N:14]2)[CH:6]=[C:7]([C:9]([F:12])([F:11])[F:10])[CH:8]=1.[OH:23][C:24]1[CH:25]=[C:26]2[C:30](=[CH:31][CH:32]=1)[N:29]([C:33]([CH3:38])([CH3:37])[C:34]([OH:36])=[O:35])[CH:28]=[CH:27]2.C([O-])([O-])=O.[Cs+].[Cs+].[C:45](#N)[CH3:46]. (4) Given the product [NH2:24][CH2:23][CH:22]([NH:21][C:14]1[N:15]=[N:16][C:17]([C:18]([NH2:19])=[O:20])=[C:12]([NH:11][C:9]2[CH:8]=[CH:7][CH:6]=[C:5]([C:1]([CH3:3])([CH3:2])[CH3:4])[N:10]=2)[CH:13]=1)[CH2:32][CH:33]([CH3:35])[CH3:34], predict the reactants needed to synthesize it. The reactants are: [C:1]([C:5]1[N:10]=[C:9]([NH:11][C:12]2[CH:13]=[C:14]([NH:21][CH:22]([CH2:32][CH:33]([CH3:35])[CH3:34])[CH2:23][NH:24]C(=O)OC(C)(C)C)[N:15]=[N:16][C:17]=2[C:18](=[O:20])[NH2:19])[CH:8]=[CH:7][CH:6]=1)([CH3:4])([CH3:3])[CH3:2].C(O)(C(F)(F)F)=O.